This data is from Catalyst prediction with 721,799 reactions and 888 catalyst types from USPTO. The task is: Predict which catalyst facilitates the given reaction. (1) Reactant: [CH:1]1([N:6]2[C:10]3[N:11]=[C:12]([NH:15][C:16]4[CH:21]=[CH:20][C:19]([N:22]5[CH2:27][CH2:26][N:25]([CH2:28][CH2:29][O:30][Si](C(C)(C)C)(C)C)[CH2:24][CH2:23]5)=[CH:18][N:17]=4)[N:13]=[CH:14][C:9]=3[C:8]3[CH:38]=[CH:39][N:40]=[C:41]([F:42])[C:7]2=3)[CH2:5][CH2:4][CH2:3][CH2:2]1.[F-].C([N+](CCCC)(CCCC)CCCC)CCC.O.[OH-].[Na+]. Product: [CH:1]1([N:6]2[C:10]3[N:11]=[C:12]([NH:15][C:16]4[N:17]=[CH:18][C:19]([N:22]5[CH2:27][CH2:26][N:25]([CH2:28][CH2:29][OH:30])[CH2:24][CH2:23]5)=[CH:20][CH:21]=4)[N:13]=[CH:14][C:9]=3[C:8]3[CH:38]=[CH:39][N:40]=[C:41]([F:42])[C:7]2=3)[CH2:2][CH2:3][CH2:4][CH2:5]1. The catalyst class is: 1. (2) Reactant: [CH3:1][CH:2]1[CH2:11][CH2:10][C:9]2[NH:8][C:7](=O)[C:6]([C:13](O)=[O:14])=[C:5]([C:16]3[CH:21]=[CH:20][CH:19]=[CH:18][CH:17]=3)[C:4]=2[CH2:3]1.C1(P(Cl)([Cl:30])=O)C=CC=CC=1.[NH:32]([C:34]([O:36][CH2:37][CH:38]1[C:50]2[CH:49]=[CH:48][CH:47]=[CH:46][C:45]=2[C:44]2[C:39]1=[CH:40][CH:41]=[CH:42][CH:43]=2)=[O:35])[NH2:33]. Product: [CH:40]1[C:39]2[CH:38]([CH2:37][O:36][C:34]([NH:32][NH:33][C:13]([C:6]3[C:7]([Cl:30])=[N:8][C:9]4[CH2:10][CH2:11][CH:2]([CH3:1])[CH2:3][C:4]=4[C:5]=3[C:16]3[CH:21]=[CH:20][CH:19]=[CH:18][CH:17]=3)=[O:14])=[O:35])[C:50]3[C:45](=[CH:46][CH:47]=[CH:48][CH:49]=3)[C:44]=2[CH:43]=[CH:42][CH:41]=1. The catalyst class is: 6. (3) Reactant: [Cl:1]N1C(=O)CCC1=O.[Cl:9][C:10]1[CH:11]=[CH:12][C:13]([C:40]#[N:41])=[C:14]([C:16]2[C:21]([O:22][CH3:23])=[CH:20][N:19]([CH:24]([CH2:37][CH3:38])[C:25]([NH:27][C:28]3[CH:29]=[CH:30][C:31]4[N:32]([CH:34]=[CH:35][N:36]=4)[CH:33]=3)=[O:26])[C:18](=[O:39])[CH:17]=2)[CH:15]=1.O.C(OCC)(=O)C. Product: [Cl:9][C:10]1[CH:11]=[CH:12][C:13]([C:40]#[N:41])=[C:14]([C:16]2[C:21]([O:22][CH3:23])=[CH:20][N:19]([CH:24]([CH2:37][CH3:38])[C:25]([NH:27][C:28]3[CH:29]=[CH:30][C:31]4[N:32]([C:34]([Cl:1])=[CH:35][N:36]=4)[CH:33]=3)=[O:26])[C:18](=[O:39])[CH:17]=2)[CH:15]=1. The catalyst class is: 8. (4) Reactant: [F:1][C:2]1[CH:3]=[CH:4][C:5]([C:10]2[CH:11]=[N:12][C:13]3[N:14]([CH:16]=[C:17]([CH2:19][O:20][C:21]4[CH:26]=[CH:25][CH:24]=[CH:23][N:22]=4)[N:18]=3)[CH:15]=2)=[C:6]([CH2:8][OH:9])[CH:7]=1.CN(C)C.[C:31](Cl)(=[O:33])[CH3:32].O. The catalyst class is: 42. Product: [C:31]([O:9][CH2:8][C:6]1[CH:7]=[C:2]([F:1])[CH:3]=[CH:4][C:5]=1[C:10]1[CH:11]=[N:12][C:13]2[N:14]([CH:16]=[C:17]([CH2:19][O:20][C:21]3[CH:26]=[CH:25][CH:24]=[CH:23][N:22]=3)[N:18]=2)[CH:15]=1)(=[O:33])[CH3:32]. (5) Reactant: [CH2:1]([O:8][C:9]1[CH:14]=[CH:13][CH:12]=[C:11]([Br:15])[C:10]=1[CH:16]=[C:17]([C:21]#[N:22])[C:18]([OH:20])=[O:19])[C:2]1[CH:7]=[CH:6][CH:5]=[CH:4][CH:3]=1.C(=O)(O)[O-].[Na+].[BH4-].[Na+]. Product: [CH2:1]([O:8][C:9]1[CH:14]=[CH:13][CH:12]=[C:11]([Br:15])[C:10]=1[CH2:16][CH:17]([C:21]#[N:22])[C:18]([OH:20])=[O:19])[C:2]1[CH:3]=[CH:4][CH:5]=[CH:6][CH:7]=1. The catalyst class is: 5.